The task is: Predict the product of the given reaction.. This data is from Forward reaction prediction with 1.9M reactions from USPTO patents (1976-2016). (1) Given the reactants [CH3:1][C:2]1([CH3:17])[CH2:11][C:10]2[N:9]=[C:8](SC)[C:7]([C:14]#[N:15])=[CH:6][C:5]=2[C:4](=[O:16])[CH2:3]1.[NH:18]1[CH2:23][CH2:22][CH2:21][CH2:20][CH2:19]1, predict the reaction product. The product is: [CH3:1][C:2]1([CH3:17])[CH2:11][C:10]2[N:9]=[C:8]([N:18]3[CH2:23][CH2:22][CH2:21][CH2:20][CH2:19]3)[C:7]([C:14]#[N:15])=[CH:6][C:5]=2[C:4](=[O:16])[CH2:3]1. (2) Given the reactants Cl.[N:2]1[CH:7]=[CH:6][CH:5]=[CH:4][C:3]=1[C:8](Cl)=[O:9].[F:11][C:12]1[C:17]([F:18])=[C:16]([F:19])[C:15]([F:20])=[C:14]([F:21])[C:13]=1[OH:22].C(N(CC)CC)C, predict the reaction product. The product is: [F:11][C:12]1[C:17]([F:18])=[C:16]([F:19])[C:15]([F:20])=[C:14]([F:21])[C:13]=1[O:22][C:8]([C:3]1[CH:4]=[CH:5][CH:6]=[CH:7][N:2]=1)=[O:9]. (3) Given the reactants [CH3:1][C:2]1[CH:7]=[C:6]([CH3:8])[CH:5]=[C:4]([CH3:9])[C:3]=1[S:10]([C:12]1[N:16]=[CH:15][NH:14][N:13]=1)=[O:11].[CH3:17][N:18]([CH3:22])[C:19](Cl)=[O:20], predict the reaction product. The product is: [CH3:1][C:2]1[CH:7]=[C:6]([CH3:8])[CH:5]=[C:4]([CH3:9])[C:3]=1[S:10]([C:12]1[N:16]=[CH:15][N:14]([C:19](=[O:20])[N:18]([CH3:22])[CH3:17])[N:13]=1)=[O:11]. (4) Given the reactants [C:1]1([C:7]2[CH:8]=[C:9]([C:31]3[CH:36]=[CH:35][C:34]([NH:37][S:38]([CH3:41])(=[O:40])=[O:39])=[CH:33][CH:32]=3)[CH:10]=[CH:11][C:12]=2[NH:13][C:14]([C:16]2[N:17](COCC[Si](C)(C)C)[CH:18]=[C:19]([C:21]#[N:22])[N:20]=2)=[O:15])[CH2:6][CH2:5][CH2:4][CH2:3][CH:2]=1, predict the reaction product. The product is: [C:1]1([C:7]2[CH:8]=[C:9]([C:31]3[CH:32]=[CH:33][C:34]([NH:37][S:38]([CH3:41])(=[O:39])=[O:40])=[CH:35][CH:36]=3)[CH:10]=[CH:11][C:12]=2[NH:13][C:14]([C:16]2[NH:17][CH:18]=[C:19]([C:21]#[N:22])[N:20]=2)=[O:15])[CH2:6][CH2:5][CH2:4][CH2:3][CH:2]=1. (5) Given the reactants [NH:1]([C:3]([O:5][CH2:6][CH3:7])=[O:4])[NH2:2].[Cl:8][C:9]1[CH:14]=[CH:13][C:12]([N:15]2[C:20](=[O:21])[CH:19]=[C:18]([C:22]([F:25])([F:24])[F:23])[N:17]([CH3:26])[C:16]2=[O:27])=[CH:11][C:10]=1[CH:28]=O.C1(C)C=CC(S(O)(=O)=O)=CC=1, predict the reaction product. The product is: [Cl:8][C:9]1[CH:14]=[CH:13][C:12]([N:15]2[C:20](=[O:21])[CH:19]=[C:18]([C:22]([F:23])([F:25])[F:24])[N:17]([CH3:26])[C:16]2=[O:27])=[CH:11][C:10]=1[CH:28]=[N:2][NH:1][C:3]([O:5][CH2:6][CH3:7])=[O:4].